From a dataset of Reaction yield outcomes from USPTO patents with 853,638 reactions. Predict the reaction yield, written as a fraction of the theoretical maximum amount of product (1.0 means a 100% yield; for example, 0.34 means a 34% yield). (1) The reactants are [NH2:1][C:2]1[CH:7]=[C:6]([Cl:8])[C:5]([OH:9])=[C:4]([Cl:10])[CH:3]=1.Cl[C:12]1[S:13][C:14]2[CH:20]=[C:19]([Cl:21])[CH:18]=[CH:17][C:15]=2[N:16]=1.C([O-])([O-])=O.[K+].[K+].Cl. The catalyst is CS(C)=O.O. The product is [Cl:8][C:6]1[CH:7]=[C:2]([NH2:1])[CH:3]=[C:4]([Cl:10])[C:5]=1[O:9][C:12]1[S:13][C:14]2[CH:20]=[C:19]([Cl:21])[CH:18]=[CH:17][C:15]=2[N:16]=1. The yield is 0.490. (2) The reactants are C(OC(=O)[NH:7][CH2:8][CH2:9][C:10]1[CH:15]=[CH:14][C:13]([O:16][C:17]2[CH:22]=[CH:21][C:20]([F:23])=[CH:19][CH:18]=2)=[CH:12][CH:11]=1)(C)(C)C.C(O)(C(F)(F)F)=O. The catalyst is ClCCl.C([O-])(O)=O.[Na+]. The product is [F:23][C:20]1[CH:21]=[CH:22][C:17]([O:16][C:13]2[CH:14]=[CH:15][C:10]([CH2:9][CH2:8][NH2:7])=[CH:11][CH:12]=2)=[CH:18][CH:19]=1. The yield is 0.940. (3) The reactants are Br[C:2]1[CH:3]=[C:4]([C:8](=[O:10])[CH3:9])[CH:5]=[CH:6][CH:7]=1.[NH:11]1[CH2:14][CH2:13][C:12]1=[O:15]. No catalyst specified. The product is [C:8]([C:4]1[CH:3]=[C:2]([N:11]2[CH2:14][CH2:13][C:12]2=[O:15])[CH:7]=[CH:6][CH:5]=1)(=[O:10])[CH3:9]. The yield is 0.970. (4) The reactants are [CH2:1]([O:8][C:9]1[N:10]=[N:11][C:12](Cl)=[CH:13][C:14]=1[O:15][CH2:16][C:17]1[CH:22]=[CH:21][CH:20]=[CH:19][CH:18]=1)[C:2]1[CH:7]=[CH:6][CH:5]=[CH:4][CH:3]=1.[Br-].[CH:25]1([CH2:31][Zn+])[CH2:30][CH2:29][CH2:28][CH2:27][CH2:26]1. The catalyst is CN1CCCC1.C(OCC)(=O)C.CC(C)([P](C(C)(C)C)([Pd][P](C(C)(C)C)(C(C)(C)C)C(C)(C)C)C(C)(C)C)C. The product is [CH2:1]([O:8][C:9]1[N:10]=[N:11][C:12]([CH2:31][CH:25]2[CH2:30][CH2:29][CH2:28][CH2:27][CH2:26]2)=[CH:13][C:14]=1[O:15][CH2:16][C:17]1[CH:22]=[CH:21][CH:20]=[CH:19][CH:18]=1)[C:2]1[CH:7]=[CH:6][CH:5]=[CH:4][CH:3]=1. The yield is 0.450. (5) The reactants are O[C:2]1([C:23]([F:26])([F:25])[F:24])[CH2:6][N:5]([C:7]2[CH:12]=[CH:11][C:10]([S:13]([CH3:16])(=[O:15])=[O:14])=[CH:9][CH:8]=2)[C:4]([C:17]2[CH:22]=[CH:21][CH:20]=[CH:19][N:18]=2)=[N:3]1.O.C1(C)C=CC(S(O)(=O)=O)=CC=1. The catalyst is C1(C)C=CC=CC=1. The product is [CH3:16][S:13]([C:10]1[CH:9]=[CH:8][C:7]([N:5]2[CH:6]=[C:2]([C:23]([F:26])([F:25])[F:24])[N:3]=[C:4]2[C:17]2[CH:22]=[CH:21][CH:20]=[CH:19][N:18]=2)=[CH:12][CH:11]=1)(=[O:14])=[O:15]. The yield is 0.650. (6) The reactants are [Br:1][C:2]1[C:3]([N:16]([CH3:21])[S:17]([CH3:20])(=[O:19])=[O:18])=[CH:4][C:5]2[O:9][C:8](I)=[C:7]([C:11]([NH:13][CH3:14])=[O:12])[C:6]=2[CH:15]=1.[CH:22]([C:24]1[CH:29]=[CH:28][C:27](B(O)O)=[CH:26][CH:25]=1)=[O:23].C([O-])([O-])=O.[Na+].[Na+]. The catalyst is CN(C=O)C.C1C=CC(P(C2C=CC=CC=2)[C-]2C=CC=C2)=CC=1.C1C=CC(P(C2C=CC=CC=2)[C-]2C=CC=C2)=CC=1.Cl[Pd]Cl.[Fe+2]. The product is [Br:1][C:2]1[C:3]([N:16]([CH3:21])[S:17]([CH3:20])(=[O:19])=[O:18])=[CH:4][C:5]2[O:9][C:8]([C:27]3[CH:28]=[CH:29][C:24]([CH:22]=[O:23])=[CH:25][CH:26]=3)=[C:7]([C:11]([NH:13][CH3:14])=[O:12])[C:6]=2[CH:15]=1. The yield is 0.520. (7) The catalyst is ClCCl.CN(C1C=CN=CC=1)C. The yield is 0.860. The product is [F:1][C:2]1[CH:3]=[C:4]([C:8]2[CH:16]=[C:11]3[CH2:12][N:13]([C:29]([O:28][C:25]([CH3:27])([CH3:26])[CH3:24])=[O:30])[CH2:14][CH2:15][N:10]3[N:9]=2)[CH:5]=[CH:6][CH:7]=1. The reactants are [F:1][C:2]1[CH:3]=[C:4]([C:8]2[CH:16]=[C:11]3[CH2:12][NH:13][CH2:14][CH2:15][N:10]3[N:9]=2)[CH:5]=[CH:6][CH:7]=1.C(N(CC)CC)C.[CH3:24][C:25]([O:28][C:29](O[C:29]([O:28][C:25]([CH3:27])([CH3:26])[CH3:24])=[O:30])=[O:30])([CH3:27])[CH3:26]. (8) The reactants are [CH3:1][O:2][C:3](=[O:12])[CH:4](Br)[C:5]1[CH:10]=[CH:9][CH:8]=[CH:7][CH:6]=1.[O:13]1[CH:17]=[CH:16][CH:15]=[C:14]1B(O)O.C(=O)([O-])[O-].[Na+].[Na+]. The catalyst is O1CCCC1.O.C1C=CC([P]([Pd]([P](C2C=CC=CC=2)(C2C=CC=CC=2)C2C=CC=CC=2)([P](C2C=CC=CC=2)(C2C=CC=CC=2)C2C=CC=CC=2)[P](C2C=CC=CC=2)(C2C=CC=CC=2)C2C=CC=CC=2)(C2C=CC=CC=2)C2C=CC=CC=2)=CC=1. The product is [CH3:1][O:2][C:3](=[O:12])[CH2:4][C:5]1[CH:10]=[CH:9][CH:8]=[C:7]([C:14]2[O:13][CH:17]=[CH:16][CH:15]=2)[CH:6]=1. The yield is 0.670. (9) The reactants are [OH-].[Na+].C([O:5][C:6]([C:8]1[NH:9][CH:10]=[C:11]([CH2:13][CH2:14][C:15]2[CH:20]=[CH:19][C:18]([F:21])=[CH:17][CH:16]=2)[CH:12]=1)=[O:7])C. The catalyst is CO. The product is [F:21][C:18]1[CH:17]=[CH:16][C:15]([CH2:14][CH2:13][C:11]2[CH:12]=[C:8]([C:6]([OH:7])=[O:5])[NH:9][CH:10]=2)=[CH:20][CH:19]=1. The yield is 0.844. (10) The reactants are Cl.[NH2:2][C:3]1[CH:32]=[CH:31][C:6]2[NH:7][C:8]([C:13]3[C:14](=[O:30])[C@@:15]([CH3:29])([CH2:24][CH2:25][CH:26]([CH3:28])[CH3:27])[C:16]4[C:21]([C:22]=3[OH:23])=[CH:20][CH:19]=[CH:18][CH:17]=4)=[N:9][S:10](=[O:12])(=[O:11])[C:5]=2[CH:4]=1.[S:33](Cl)([CH3:36])(=[O:35])=[O:34].N1C=CC=CC=1. The catalyst is CC(C)=O. The product is [OH:23][C:22]1[C:21]2[C:16](=[CH:17][CH:18]=[CH:19][CH:20]=2)[C@:15]([CH3:29])([CH2:24][CH2:25][CH:26]([CH3:28])[CH3:27])[C:14](=[O:30])[C:13]=1[C:8]1[NH:7][C:6]2[CH:31]=[CH:32][C:3]([NH:2][S:33]([CH3:36])(=[O:35])=[O:34])=[CH:4][C:5]=2[S:10](=[O:12])(=[O:11])[N:9]=1. The yield is 0.680.